Dataset: Catalyst prediction with 721,799 reactions and 888 catalyst types from USPTO. Task: Predict which catalyst facilitates the given reaction. Reactant: [F:1][C:2]1([F:24])[CH2:7][CH2:6][CH:5]([CH2:8][NH:9][C:10]([C:12]2[C:13]3[CH:14]=[CH:15][C:16](Cl)=[N:17][C:18]=3[CH:19]=[CH:20][C:21]=2[Cl:22])=[O:11])[CH2:4][CH2:3]1.C(=O)([O-])[O-].[Cs+].[Cs+].CC1(C)C(C)(C)OB([C:39]2[CH2:43][CH2:42][C:41](=[O:44])[CH:40]=2)O1. Product: [F:1][C:2]1([F:24])[CH2:7][CH2:6][CH:5]([CH2:8][NH:9][C:10]([C:12]2[C:13]3[CH:14]=[CH:15][C:16]([C:39]4[CH2:43][CH2:42][C:41](=[O:44])[CH:40]=4)=[N:17][C:18]=3[CH:19]=[CH:20][C:21]=2[Cl:22])=[O:11])[CH2:4][CH2:3]1. The catalyst class is: 73.